From a dataset of Forward reaction prediction with 1.9M reactions from USPTO patents (1976-2016). Predict the product of the given reaction. (1) Given the reactants [F:1][C:2]([F:28])([C:18]1[CH:19]=[N:20][C:21]([C:24]([F:27])([F:26])[F:25])=[CH:22][CH:23]=1)[CH2:3][N:4]1[CH2:9][CH2:8][CH:7]([NH:10]C(=O)OC(C)(C)C)[CH2:6][CH2:5]1.C(O)(C(F)(F)F)=O, predict the reaction product. The product is: [F:28][C:2]([F:1])([C:18]1[CH:19]=[N:20][C:21]([C:24]([F:25])([F:26])[F:27])=[CH:22][CH:23]=1)[CH2:3][N:4]1[CH2:9][CH2:8][CH:7]([NH2:10])[CH2:6][CH2:5]1. (2) The product is: [Br:1][C:2]1[CH:3]=[N:4][C:5]([N:8]2[CH2:9][CH2:10][C:11]([C:16]3[CH:21]=[CH:20][CH:19]=[CH:18][CH:17]=3)([C:14]([NH2:15])=[O:25])[CH2:12][CH2:13]2)=[N:6][CH:7]=1. Given the reactants [Br:1][C:2]1[CH:3]=[N:4][C:5]([N:8]2[CH2:13][CH2:12][C:11]([C:16]3[CH:21]=[CH:20][CH:19]=[CH:18][CH:17]=3)([C:14]#[N:15])[CH2:10][CH2:9]2)=[N:6][CH:7]=1.Br.C(O)(=[O:25])C, predict the reaction product. (3) Given the reactants [F:1][C:2]1[C:3]([C:17]([O:19]CC)=[O:18])=[N:4][O:5][C:6]=1[C:7]1[CH:12]=[CH:11][C:10]([C:13]([F:16])([F:15])[F:14])=[CH:9][CH:8]=1.[OH-].[Li+].Cl, predict the reaction product. The product is: [F:1][C:2]1[C:3]([C:17]([OH:19])=[O:18])=[N:4][O:5][C:6]=1[C:7]1[CH:12]=[CH:11][C:10]([C:13]([F:14])([F:16])[F:15])=[CH:9][CH:8]=1. (4) Given the reactants [N+:1]([C:4]1[CH:12]=[C:11]2[C:7]([C:8]([C:21]#[C:22][C:23]3[CH:28]=[CH:27][CH:26]=[CH:25][N:24]=3)=[N:9][N:10]2[CH2:13][O:14][CH2:15][CH2:16][Si:17]([CH3:20])([CH3:19])[CH3:18])=[CH:6][CH:5]=1)([O-])=O.Cl[Sn]Cl.O.CO, predict the reaction product. The product is: [N:24]1[CH:25]=[CH:26][CH:27]=[CH:28][C:23]=1[C:22]#[C:21][C:8]1[C:7]2[C:11](=[CH:12][C:4]([NH2:1])=[CH:5][CH:6]=2)[N:10]([CH2:13][O:14][CH2:15][CH2:16][Si:17]([CH3:19])([CH3:18])[CH3:20])[N:9]=1.